This data is from Forward reaction prediction with 1.9M reactions from USPTO patents (1976-2016). The task is: Predict the product of the given reaction. (1) The product is: [Br:1][C:2]1[CH:9]=[C:8]([F:10])[C:7]([F:11])=[CH:6][C:3]=1[CH2:4][Br:13]. Given the reactants [Br:1][C:2]1[CH:9]=[C:8]([F:10])[C:7]([F:11])=[CH:6][C:3]=1[CH2:4]O.C(Br)(Br)(Br)[Br:13].C1(P(C2C=CC=CC=2)C2C=CC=CC=2)C=CC=CC=1, predict the reaction product. (2) Given the reactants [NH2:1][N:2]1[C:10]2[C:6]([N:7]3[N:13]([CH3:14])[C:12](=[O:15])[NH:11][CH:8]3[N:9]=2)=[C:5]([C:16]2[O:17][CH:18]=[CH:19][CH:20]=2)[N:4]=[CH:3]1.CN(C=O)C.C(=O)([O-])[O-].[K+].[K+].CS(O[CH2:37][CH:38]1[CH2:42][CH2:41][N:40]([C:43]2[CH:48]=[CH:47][C:46]([O:49][CH3:50])=[CH:45][CH:44]=2)[CH2:39]1)(=O)=O, predict the reaction product. The product is: [NH2:1][N:2]1[C:10]2[C:6]([N:7]3[N:13]([CH3:14])[C:12](=[O:15])[N:11]([CH2:37][CH:38]4[CH2:42][CH2:41][N:40]([C:43]5[CH:48]=[CH:47][C:46]([O:49][CH3:50])=[CH:45][CH:44]=5)[CH2:39]4)[CH:8]3[N:9]=2)=[C:5]([C:16]2[O:17][CH:18]=[CH:19][CH:20]=2)[N:4]=[CH:3]1. (3) Given the reactants [CH2:1]([NH:3][C:4]1[CH:10]=[CH:9][C:7](N)=[CH:6][C:5]=1[N+]([O-])=O)[CH3:2].BrCC(Cl)=[O:17], predict the reaction product. The product is: [C:1]([NH:3][C:4]1[CH:10]=[CH:9][CH:7]=[CH:6][CH:5]=1)(=[O:17])[CH3:2].